From a dataset of hERG potassium channel inhibition data for cardiac toxicity prediction from Karim et al.. Regression/Classification. Given a drug SMILES string, predict its toxicity properties. Task type varies by dataset: regression for continuous values (e.g., LD50, hERG inhibition percentage) or binary classification for toxic/non-toxic outcomes (e.g., AMES mutagenicity, cardiotoxicity, hepatotoxicity). Dataset: herg_karim. (1) The compound is CC(=O)NC(C)(C)c1nc(-c2ccc(OC(F)(F)F)cc2)c[nH]1. The result is 0 (non-blocker). (2) The drug is CN1CCN(Cc2ccc3c(c2)Cc2c(-c4csc(C#CCCOc5ccccc5)c4)n[nH]c2-3)CC1. The result is 1 (blocker). (3) The compound is O=C(NOCCO)c1ccn2cncc2c1Nc1ccc(I)cc1F. The result is 1 (blocker).